From a dataset of HIV replication inhibition screening data with 41,000+ compounds from the AIDS Antiviral Screen. Binary Classification. Given a drug SMILES string, predict its activity (active/inactive) in a high-throughput screening assay against a specified biological target. (1) The drug is Cn1c(=O)c2c(nc3n2CCCC(=O)N3CC(O)CCl)n(C)c1=O. The result is 0 (inactive). (2) The compound is CC=C1C2C=C(C)CC1(N)c1ccc(O)nc1C2O. The result is 0 (inactive). (3) The molecule is COc1cccc(C=C(C#N)C(=O)O)c1. The result is 0 (inactive). (4) The drug is O=C(O)c1c2c(cc3c1CC1(Cc4ccccc4C1=O)C3)CCC2. The result is 0 (inactive). (5) The molecule is CC(NC(=O)C(NC(=O)OC(C)(C)C)C(C)C)C(=O)NCC(=O)O. The result is 0 (inactive). (6) The compound is CC1(C)NC(C)(C)C(=NO)C(=NO)C1=NO. The result is 0 (inactive). (7) The drug is Cc1ccc(S(=O)(=O)OC2C3OC(C)(C)OC3OC2C(c2cc(O)c3c(c2O)C(=O)c2ccccc2C3=O)c2cc(O)c3c(c2O)C(=O)c2ccccc2C3=O)cc1. The result is 0 (inactive). (8) The molecule is CCOC(=O)C(Cc1ccccc1)NC(=O)c1nc[nH]c1[N+](=O)[O-]. The result is 0 (inactive). (9) The drug is COc1ccc(C=CC(=O)OCCc2ccccc2)cc1OC. The result is 0 (inactive).